Dataset: Catalyst prediction with 721,799 reactions and 888 catalyst types from USPTO. Task: Predict which catalyst facilitates the given reaction. Reactant: [OH:1][C:2]1[C:3]2[CH:18]=[CH:17][S:16][C:4]=2[N:5]([CH:13]([CH3:15])[CH3:14])[C:6](=[O:12])[C:7]=1[C:8]([O:10]C)=O.[CH2:19]([N:21]1[CH2:26][CH2:25][CH:24]([NH2:27])[CH2:23][CH2:22]1)[CH3:20].C(N(C(C)C)CC)(C)C. Product: [CH2:19]([N:21]1[CH2:26][CH2:25][CH:24]([NH:27][C:8]([C:7]2[C:6](=[O:12])[N:5]([CH:13]([CH3:15])[CH3:14])[C:4]3[S:16][CH:17]=[CH:18][C:3]=3[C:2]=2[OH:1])=[O:10])[CH2:23][CH2:22]1)[CH3:20]. The catalyst class is: 113.